From a dataset of Catalyst prediction with 721,799 reactions and 888 catalyst types from USPTO. Predict which catalyst facilitates the given reaction. (1) The catalyst class is: 7. Product: [Br:30][C:7]1[N:6]([C@@H:9]2[O:26][CH2:25][C@@H:20]([O:21][C:22](=[O:24])[CH3:23])[C@@H:15]([O:16][C:17](=[O:19])[CH3:18])[C@H:10]2[O:11][C:12](=[O:14])[CH3:13])[C:5]2[CH:27]=[C:28]([CH3:29])[C:2]([Cl:1])=[CH:3][C:4]=2[N:8]=1. Reactant: [Cl:1][C:2]1[C:28]([CH3:29])=[CH:27][C:5]2[N:6]([C@@H:9]3[O:26][CH2:25][C@@H:20]([O:21][C:22](=[O:24])[CH3:23])[C@@H:15]([O:16][C:17](=[O:19])[CH3:18])[C@H:10]3[O:11][C:12](=[O:14])[CH3:13])[CH:7]=[N:8][C:4]=2[CH:3]=1.[Br:30]N1C(=O)CCC1=O. (2) Reactant: [CH2:1]([CH:4]1[CH2:8][NH:7][C:6](=[O:9])[CH2:5]1)[CH2:2][CH3:3].Cl[CH2:11][C:12]1[CH:17]=[C:16]([C:18]([F:21])([F:20])[F:19])[N:15]=[C:14]2[N:22]([CH2:25][C:26]3[CH:31]=[CH:30][C:29]([O:32][CH3:33])=[CH:28][CH:27]=3)[CH:23]=[N:24][C:13]=12. Product: [CH3:33][O:32][C:29]1[CH:28]=[CH:27][C:26]([CH2:25][N:22]2[C:14]3=[N:15][C:16]([C:18]([F:21])([F:19])[F:20])=[CH:17][C:12]([CH2:11][N:7]4[CH2:8][CH:4]([CH2:1][CH2:2][CH3:3])[CH2:5][C:6]4=[O:9])=[C:13]3[N:24]=[CH:23]2)=[CH:31][CH:30]=1. The catalyst class is: 1. (3) Reactant: [CH3:1][O:2][CH2:3][C:4]1[CH:11]=[CH:10][CH:9]=[CH:8][C:5]=1[CH2:6]O.C1(P(C2C=CC=CC=2)C2C=CC=CC=2)C=CC=CC=1.[Br:31]C(Br)(Br)Br. Product: [CH3:1][O:2][CH2:3][C:4]1[CH:11]=[CH:10][CH:9]=[CH:8][C:5]=1[CH2:6][Br:31]. The catalyst class is: 2. (4) Reactant: [O:1]=[C:2]1[N:6]([C:7]2[CH:12]=[CH:11][C:10]([N:13]3[CH2:18][CH2:17][O:16][CH2:15][C:14]3=[O:19])=[CH:9][CH:8]=2)[CH2:5][C@H:4]([CH2:20][N:21]2C(=O)C3C(=CC=CC=3)C2=O)[O:3]1.CN. Product: [NH2:21][CH2:20][C@@H:4]1[O:3][C:2](=[O:1])[N:6]([C:7]2[CH:12]=[CH:11][C:10]([N:13]3[CH2:18][CH2:17][O:16][CH2:15][C:14]3=[O:19])=[CH:9][CH:8]=2)[CH2:5]1. The catalyst class is: 6. (5) Reactant: Br[C:2]1[CH:3]=[N:4][N:5]([CH3:11])[C:6]=1[C:7]([F:10])([F:9])[F:8].[B:12]1([B:12]2[O:16][C:15]([CH3:18])([CH3:17])[C:14]([CH3:20])([CH3:19])[O:13]2)[O:16][C:15]([CH3:18])([CH3:17])[C:14]([CH3:20])([CH3:19])[O:13]1.C([O-])(=O)C.[K+]. Product: [CH3:11][N:5]1[C:6]([C:7]([F:10])([F:9])[F:8])=[C:2]([B:12]2[O:16][C:15]([CH3:18])([CH3:17])[C:14]([CH3:20])([CH3:19])[O:13]2)[CH:3]=[N:4]1. The catalyst class is: 747.